Dataset: Full USPTO retrosynthesis dataset with 1.9M reactions from patents (1976-2016). Task: Predict the reactants needed to synthesize the given product. Given the product [CH3:26][C:20]1[CH:21]=[C:22]([CH2:25][C:27]([O:28][CH3:29])=[O:30])[CH:23]=[CH:24][N:19]=1, predict the reactants needed to synthesize it. The reactants are: [Li+].CC([N-]C(C)C)C.C1COCC1.C1COCC1.[N:19]1[CH:24]=[CH:23][C:22]([CH3:25])=[CH:21][C:20]=1[CH3:26].[C:27](=O)([O:30]C)[O:28][CH3:29].